This data is from Full USPTO retrosynthesis dataset with 1.9M reactions from patents (1976-2016). The task is: Predict the reactants needed to synthesize the given product. Given the product [Br:1][C:2]1[C:3]([Cl:13])=[CH:4][C:5]([OH:12])=[C:6]([CH:11]=1)[C:7]([NH2:14])=[O:8], predict the reactants needed to synthesize it. The reactants are: [Br:1][C:2]1[C:3]([Cl:13])=[CH:4][C:5]([OH:12])=[C:6]([CH:11]=1)[C:7](OC)=[O:8].[NH3:14].